From a dataset of Forward reaction prediction with 1.9M reactions from USPTO patents (1976-2016). Predict the product of the given reaction. (1) Given the reactants Cl[C:2]1[CH:7]=[N:6][CH:5]=[C:4]([O:8][CH:9]([C:11]2[CH:16]=[CH:15][CH:14]=[CH:13][CH:12]=2)[CH3:10])[N:3]=1.[NH:17]1[CH2:22][CH2:21][NH:20][CH2:19][CH2:18]1.C([O-])([O-])=O.[K+].[K+], predict the reaction product. The product is: [C:11]1([CH:9]([O:8][C:4]2[CH:5]=[N:6][CH:7]=[C:2]([N:17]3[CH2:22][CH2:21][NH:20][CH2:19][CH2:18]3)[N:3]=2)[CH3:10])[CH:16]=[CH:15][CH:14]=[CH:13][CH:12]=1. (2) Given the reactants [CH3:1][S:2][C:3]1[S:4][C:5]2[CH:11]=[C:10]([CH2:12][N:13]3[CH:18]=[CH:17][N:16]=[C:15]([N:19]4[CH2:24][CH2:23][O:22][CH2:21][CH2:20]4)[C:14]3=[O:25])[CH:9]=[CH:8][C:6]=2[N:7]=1.C1C=C(Cl)C=C(C(OO)=[O:34])C=1, predict the reaction product. The product is: [CH3:1][S:2]([C:3]1[S:4][C:5]2[CH:11]=[C:10]([CH2:12][N:13]3[CH:18]=[CH:17][N:16]=[C:15]([N:19]4[CH2:24][CH2:23][O:22][CH2:21][CH2:20]4)[C:14]3=[O:25])[CH:9]=[CH:8][C:6]=2[N:7]=1)=[O:34]. (3) Given the reactants [O:1]=[C:2]([CH2:22][CH2:23][CH2:24][CH2:25][CH2:26][C:27]([O:29][CH2:30][CH2:31][CH2:32][CH2:33][CH2:34][CH2:35][CH2:36][CH2:37][CH2:38][CH2:39][CH3:40])=[O:28])[CH2:3][CH2:4][CH2:5][CH2:6][CH2:7][C:8]([O:10][CH2:11][CH2:12][CH2:13][CH2:14][CH2:15][CH2:16][CH2:17][CH2:18][CH2:19][CH2:20][CH3:21])=[O:9].[BH4-].[Na+], predict the reaction product. The product is: [OH:1][CH:2]([CH2:3][CH2:4][CH2:5][CH2:6][CH2:7][C:8]([O:10][CH2:11][CH2:12][CH2:13][CH2:14][CH2:15][CH2:16][CH2:17][CH2:18][CH2:19][CH2:20][CH3:21])=[O:9])[CH2:22][CH2:23][CH2:24][CH2:25][CH2:26][C:27]([O:29][CH2:30][CH2:31][CH2:32][CH2:33][CH2:34][CH2:35][CH2:36][CH2:37][CH2:38][CH2:39][CH3:40])=[O:28]. (4) Given the reactants C[C@H]1O[C@@H](O[C@H]2[C@@H](O)C[C@H](O[C@H]3[C@@H](O)C[C@H]([O:24][C@@H:25]4[CH2:30][C@H:29]5[CH2:31][CH2:32][C@H:33]6[C@@:38]7([OH:48])[CH2:39][CH2:40][C@H:41]([C:42]8[CH2:47][O:46][C:44](=[O:45])[CH:43]=8)[C@@:37]7([CH3:49])[CH2:36][CH2:35][C@@H:34]6[C@@:28]5([CH3:50])[CH2:27][CH2:26]4)O[C@@H]3C)O[C@@H]2C)C[C@H](O)[C@@H]1O.CC1C=CC(S(O)(=O)=O)=CC=1, predict the reaction product. The product is: [CH3:50][C@@:28]12[C@H:34]3[CH2:35][CH2:36][C@:37]4([CH3:49])[C@@H:41]([C:42]5[CH2:47][O:46][C:44](=[O:45])[CH:43]=5)[CH2:40][CH2:39][C@:38]4([OH:48])[C@@H:33]3[CH2:32][CH2:31][C@@H:29]1[CH2:30][C@@H:25]([OH:24])[CH2:26][CH2:27]2. (5) Given the reactants Br[C:2]1[CH:3]=[C:4]([C:12]([O:14][CH3:15])=[O:13])[CH:5]=[C:6]([CH:11]=1)[C:7]([O:9][CH3:10])=[O:8].[NH:16]1[CH2:21][CH2:20][O:19][CH2:18][CH2:17]1.C(=O)([O-])[O-].[Cs+].[Cs+], predict the reaction product. The product is: [O:19]1[CH2:20][CH2:21][N:16]([C:2]2[CH:3]=[C:4]([C:12]([O:14][CH3:15])=[O:13])[CH:5]=[C:6]([CH:11]=2)[C:7]([O:9][CH3:10])=[O:8])[CH2:17][CH2:18]1. (6) Given the reactants CC1C=CC(S(O[CH2:12][CH:13]2[CH2:17][C:16]3[CH:18]=[CH:19][CH:20]=[C:21]([C:22]4[CH:27]=[CH:26][CH:25]=[C:24]([O:28][CH3:29])[C:23]=4[O:30][CH3:31])[C:15]=3[O:14]2)(=O)=O)=CC=1.[CH3:32][NH2:33], predict the reaction product. The product is: [CH3:32][NH:33][CH2:12][CH:13]1[CH2:17][C:16]2[CH:18]=[CH:19][CH:20]=[C:21]([C:22]3[CH:27]=[CH:26][CH:25]=[C:24]([O:28][CH3:29])[C:23]=3[O:30][CH3:31])[C:15]=2[O:14]1. (7) Given the reactants CO.[Cl:3][C:4]1[C:9]([CH3:10])=[CH:8][CH:7]=[C:6]([F:11])[C:5]=1[C:12](=[O:14])[CH3:13].[BH4-].[Na+].Cl, predict the reaction product. The product is: [Cl:3][C:4]1[C:9]([CH3:10])=[CH:8][CH:7]=[C:6]([F:11])[C:5]=1[CH:12]([OH:14])[CH3:13]. (8) Given the reactants [S:1]1[CH:5]=[CH:4][C:3]([CH:6]=O)=[CH:2]1.CO[C:10]1[CH:19]=[C:18]2[C:13]([C:14]([CH3:29])=[CH:15][C:16]([NH:20][C@H:21]3[CH2:26][C@@H:25]4[CH2:27][C@H:22]3[C@@H:23]([NH2:28])[CH2:24]4)=[N:17]2)=[CH:12][CH:11]=1.C[C:31](O)=[O:32], predict the reaction product. The product is: [CH3:31][O:32][C:11]1[CH:12]=[C:13]2[C:18](=[CH:19][CH:10]=1)[N:17]=[C:16]([NH:20][C@H:21]1[CH2:26][C@@H:25]3[CH2:27][C@H:22]1[C@@H:23]([NH:28][CH2:6][C:3]1[CH:4]=[CH:5][S:1][CH:2]=1)[CH2:24]3)[CH:15]=[C:14]2[CH3:29].